Task: Predict the reactants needed to synthesize the given product.. Dataset: Full USPTO retrosynthesis dataset with 1.9M reactions from patents (1976-2016) (1) Given the product [N+:12]([C:7]1[C:2]([OH:1])=[CH:3][C:4]([C:8]([F:11])([F:9])[F:10])=[N:5][CH:6]=1)([O-:14])=[O:13], predict the reactants needed to synthesize it. The reactants are: [OH:1][C:2]1[CH:7]=[CH:6][N:5]=[C:4]([C:8]([F:11])([F:10])[F:9])[CH:3]=1.[N+:12]([O-])([OH:14])=[O:13].[OH-].[Na+]. (2) Given the product [CH3:1][O:2][C:3](=[O:22])[C:4]1[CH:9]=[CH:8][C:7]([C:10]([NH:12][CH2:13][C:14]2[CH:19]=[CH:18][CH:17]=[C:16]([NH:20][C:29]([O:31][C:32]([CH3:35])([CH3:34])[CH3:33])=[O:30])[CH:15]=2)=[O:11])=[CH:6][C:5]=1[Br:21], predict the reactants needed to synthesize it. The reactants are: [CH3:1][O:2][C:3](=[O:22])[C:4]1[CH:9]=[CH:8][C:7]([C:10]([NH:12][CH2:13][C:14]2[CH:19]=[CH:18][CH:17]=[C:16]([NH2:20])[CH:15]=2)=[O:11])=[CH:6][C:5]=1[Br:21].C(=O)([O-])[O-].[Na+].[Na+].[C:29](O[C:29]([O:31][C:32]([CH3:35])([CH3:34])[CH3:33])=[O:30])([O:31][C:32]([CH3:35])([CH3:34])[CH3:33])=[O:30]. (3) Given the product [F:1][C:2]1[C:3]([C:10]2[CH:19]=[CH:18][C:17]([CH2:20][OH:21])=[CH:16][C:11]=2[C:12](=[O:14])[C:22]([CH3:25])([CH3:24])[CH3:23])=[CH:4][C:5]([O:8][CH3:9])=[N:6][CH:7]=1, predict the reactants needed to synthesize it. The reactants are: [F:1][C:2]1[C:3]([C:10]2[CH:19]=[CH:18][C:17]([CH2:20][OH:21])=[CH:16][C:11]=2[C:12]([O:14]C)=O)=[CH:4][C:5]([O:8][CH3:9])=[N:6][CH:7]=1.[C:22]([Li])([CH3:25])([CH3:24])[CH3:23]. (4) Given the product [CH3:1][O:2][C:3](=[O:16])[CH2:4][C:5]1[C:9]2[C:10]([CH3:15])=[CH:11][C:12]([O:14][CH2:31][C:30]3[CH:33]=[CH:34][C:35]([Cl:37])=[CH:36][C:29]=3[Cl:28])=[CH:13][C:8]=2[S:7][CH:6]=1, predict the reactants needed to synthesize it. The reactants are: [CH3:1][O:2][C:3](=[O:16])[CH2:4][C:5]1[C:9]2[C:10]([CH3:15])=[CH:11][C:12]([OH:14])=[CH:13][C:8]=2[S:7][CH:6]=1.CN(C=O)C.C([O-])([O-])=O.[K+].[K+].[Cl:28][C:29]1[CH:36]=[C:35]([Cl:37])[CH:34]=[CH:33][C:30]=1[CH2:31]Cl.